Dataset: Forward reaction prediction with 1.9M reactions from USPTO patents (1976-2016). Task: Predict the product of the given reaction. (1) Given the reactants [Cl:1][C:2]1[CH:18]=[CH:17][C:5]2[CH2:6][CH2:7][N:8](C(=O)C(F)(F)F)[CH2:9][CH2:10][C:4]=2[C:3]=1[OH:19].[C:20](=[O:23])([O-])[O-:21].[K+].[K+], predict the reaction product. The product is: [C:4]([O:21][C:20]([N:8]1[CH2:9][CH2:10][C:4]2[C:3]([OH:19])=[C:2]([Cl:1])[CH:18]=[CH:17][C:5]=2[CH2:6][CH2:7]1)=[O:23])([CH3:10])([CH3:5])[CH3:3]. (2) Given the reactants [OH-].[Na+].[C:3]1([CH3:9])[CH:8]=[CH:7][CH:6]=[CH:5][CH:4]=1.C[NH:11][NH2:12], predict the reaction product. The product is: [NH:11]1[CH:9]=[CH:3][CH:4]=[N:12]1.[C:3]1([CH3:9])[CH:8]=[CH:7][CH:6]=[CH:5][CH:4]=1. (3) Given the reactants [N:1]([CH2:4][CH2:5][CH2:6][N:7]([C:21]1[CH:26]=[CH:25][CH:24]=[C:23]([Cl:27])[CH:22]=1)[CH:8]1[CH2:13][CH2:12][CH2:11][N:10]([C:14]([O:16][C:17]([CH3:20])([CH3:19])[CH3:18])=[O:15])[CH2:9]1)=[N+]=[N-].C1C=CC(P(C2C=CC=CC=2)C2C=CC=CC=2)=CC=1, predict the reaction product. The product is: [NH2:1][CH2:4][CH2:5][CH2:6][N:7]([C:21]1[CH:26]=[CH:25][CH:24]=[C:23]([Cl:27])[CH:22]=1)[CH:8]1[CH2:13][CH2:12][CH2:11][N:10]([C:14]([O:16][C:17]([CH3:18])([CH3:19])[CH3:20])=[O:15])[CH2:9]1. (4) Given the reactants Cl[C:2]1[CH:7]=[CH:6][N:5]2[C:8]([C:11]3[CH:16]=[CH:15][C:14]([O:17][CH2:18][CH3:19])=[CH:13][CH:12]=3)=[CH:9][N:10]=[C:4]2[CH:3]=1.C1C=CC(P(C2C(C3C(P(C4C=CC=CC=4)C4C=CC=CC=4)=CC=C4C=3C=CC=C4)=C3C(C=CC=C3)=CC=2)C2C=CC=CC=2)=CC=1.[CH2:66]([C:68]1[CH:75]=[CH:74][C:71]([CH2:72][NH2:73])=[CH:70][CH:69]=1)[CH3:67].CC(C)([O-])C.[Na+], predict the reaction product. The product is: [CH2:18]([O:17][C:14]1[CH:15]=[CH:16][C:11]([C:8]2[N:5]3[CH:6]=[CH:7][C:2]([NH:73][CH2:72][C:71]4[CH:74]=[CH:75][C:68]([CH2:66][CH3:67])=[CH:69][CH:70]=4)=[CH:3][C:4]3=[N:10][CH:9]=2)=[CH:12][CH:13]=1)[CH3:19].